Dataset: Peptide-MHC class II binding affinity with 134,281 pairs from IEDB. Task: Regression. Given a peptide amino acid sequence and an MHC pseudo amino acid sequence, predict their binding affinity value. This is MHC class II binding data. (1) The peptide sequence is VATRTYFDHEYFQCF. The MHC is DRB1_0101 with pseudo-sequence DRB1_0101. The binding affinity (normalized) is 0.169. (2) The peptide sequence is AIQQVRSLIGNEEFLDY. The MHC is DRB1_1101 with pseudo-sequence DRB1_1101. The binding affinity (normalized) is 0.441. (3) The peptide sequence is YPSGTSGSPIVNRNG. The MHC is DRB3_0101 with pseudo-sequence DRB3_0101. The binding affinity (normalized) is 0.